From a dataset of Full USPTO retrosynthesis dataset with 1.9M reactions from patents (1976-2016). Predict the reactants needed to synthesize the given product. (1) Given the product [CH2:1]([C:3]1[CH:11]=[CH:10][C:9]2[N:8]([CH2:27][CH2:26][C:23]3[CH:22]=[N:21][C:20]([CH3:19])=[CH:25][CH:24]=3)[C:7]3[CH2:12][CH2:13][N:14]([CH3:16])[CH2:15][C:6]=3[C:5]=2[CH:4]=1)[CH3:2], predict the reactants needed to synthesize it. The reactants are: [CH2:1]([C:3]1[CH:11]=[CH:10][C:9]2[NH:8][C:7]3[CH2:12][CH2:13][N:14]([CH3:16])[CH2:15][C:6]=3[C:5]=2[CH:4]=1)[CH3:2].[OH-].[K+].[CH3:19][C:20]1[CH:25]=[CH:24][C:23]([CH:26]=[CH2:27])=[CH:22][N:21]=1. (2) Given the product [C:11]1([N:10]([C:2]2[CH:6]=[CH:5][S:4][CH:3]=2)[C:7](=[O:9])[CH3:8])[CH:16]=[CH:15][CH:14]=[CH:13][CH:12]=1, predict the reactants needed to synthesize it. The reactants are: Br[C:2]1[CH:6]=[CH:5][S:4][CH:3]=1.[C:7]([NH:10][C:11]1[CH:16]=[CH:15][CH:14]=[CH:13][CH:12]=1)(=[O:9])[CH3:8]. (3) Given the product [F:32][C:29]1[CH:30]=[CH:31][C:26]([C:24]2[O:25][C:21]3[CH:20]=[C:19]([N:38]([CH3:43])[S:39]([CH3:42])(=[O:40])=[O:41])[C:18]([C:12]4[CH:13]=[CH:14][C:15]([OH:16])=[C:10]([C:2]5[NH:1][C:9]6[C:4]([CH:3]=5)=[CH:5][CH:6]=[CH:7][CH:8]=6)[CH:11]=4)=[CH:37][C:22]=3[C:23]=2[C:33]([NH:35][CH3:36])=[O:34])=[CH:27][CH:28]=1, predict the reactants needed to synthesize it. The reactants are: [NH:1]1[C:9]2[C:4](=[CH:5][CH:6]=[CH:7][CH:8]=2)[CH:3]=[C:2]1[C:10]1[CH:11]=[C:12]([C:18]2[C:19]([N:38]([CH3:43])[S:39]([CH3:42])(=[O:41])=[O:40])=[CH:20][C:21]3[O:25][C:24]([C:26]4[CH:31]=[CH:30][C:29]([F:32])=[CH:28][CH:27]=4)=[C:23]([C:33]([NH:35][CH3:36])=[O:34])[C:22]=3[CH:37]=2)[CH:13]=[CH:14][C:15]=1[O:16]C.B(Br)(Br)Br.O. (4) Given the product [CH:14]([N:3]([CH:4]([CH3:5])[CH3:9])[CH2:6][CH3:7])([CH3:15])[CH3:13], predict the reactants needed to synthesize it. The reactants are: C([N:3]([CH2:6][CH3:7])[CH2:4][CH3:5])C.Cl[CH2:9]Cl.O1[CH2:15][CH2:14][CH2:13]C1. (5) Given the product [NH2:14][C:15]1[C:23]2[C:18](=[N:19][C:20]([N:27]3[CH2:28][CH2:29][CH:30]([NH:1][CH2:2][CH:3]([C:5]4[S:9][C:8]5[CH:10]=[CH:11][CH:12]=[CH:13][C:7]=5[CH:6]=4)[OH:4])[CH2:31][CH2:32]3)=[CH:21][C:22]=2[CH2:24][CH2:25][CH3:26])[S:17][C:16]=1[C:34]([NH2:36])=[O:35], predict the reactants needed to synthesize it. The reactants are: [NH2:1][CH2:2][CH:3]([C:5]1[S:9][C:8]2[CH:10]=[CH:11][CH:12]=[CH:13][C:7]=2[CH:6]=1)[OH:4].[NH2:14][C:15]1[C:23]2[C:18](=[N:19][C:20]([N:27]3[CH2:32][CH2:31][C:30](=O)[CH2:29][CH2:28]3)=[CH:21][C:22]=2[CH2:24][CH2:25][CH3:26])[S:17][C:16]=1[C:34]([NH2:36])=[O:35].[BH4-].C(O)(=O)C. (6) Given the product [O:21]=[C:20]1[C:19]2[C:14](=[CH:15][CH:16]=[CH:17][CH:18]=2)[C:13](=[O:22])[N:12]1[CH2:11][C:8]1[CH:9]=[CH:10][C:5]([C:4]2[NH:23][CH2:30][CH:26]([C:27]([OH:29])=[O:28])[N:25]=2)=[CH:6][CH:7]=1, predict the reactants needed to synthesize it. The reactants are: Cl.CO[C:4](=[NH:23])[C:5]1[CH:10]=[CH:9][C:8]([CH2:11][N:12]2[C:20](=[O:21])[C:19]3[C:14](=[CH:15][CH:16]=[CH:17][CH:18]=3)[C:13]2=[O:22])=[CH:7][CH:6]=1.Cl.[NH2:25][CH:26]([CH2:30]N)[C:27]([OH:29])=[O:28].C(N(CC)CC)C.Cl. (7) Given the product [Br:1][C:2]1[CH:7]=[CH:6][C:5]([CH2:8][NH:9][S:26]([CH2:25][C:19]2[CH:24]=[CH:23][CH:22]=[CH:21][CH:20]=2)(=[O:28])=[O:27])=[CH:4][CH:3]=1, predict the reactants needed to synthesize it. The reactants are: [Br:1][C:2]1[CH:7]=[CH:6][C:5]([CH2:8][NH2:9])=[CH:4][CH:3]=1.C(N(CC)C(C)C)(C)C.[C:19]1([CH2:25][S:26](Cl)(=[O:28])=[O:27])[CH:24]=[CH:23][CH:22]=[CH:21][CH:20]=1.